This data is from Full USPTO retrosynthesis dataset with 1.9M reactions from patents (1976-2016). The task is: Predict the reactants needed to synthesize the given product. (1) Given the product [Cl:1][C:2]1[CH:3]=[CH:4][C:5]2[O:11][C:10]([CH3:12])([CH3:13])[CH2:9][NH:8][CH:7]([O:14][S:18]([C:17]([F:30])([F:29])[F:16])(=[O:20])=[O:19])[C:6]=2[CH:15]=1, predict the reactants needed to synthesize it. The reactants are: [Cl:1][C:2]1[CH:3]=[CH:4][C:5]2[O:11][C:10]([CH3:13])([CH3:12])[CH2:9][NH:8][C:7](=[O:14])[C:6]=2[CH:15]=1.[F:16][C:17]([F:30])([F:29])[S:18](O[S:18]([C:17]([F:30])([F:29])[F:16])(=[O:20])=[O:19])(=[O:20])=[O:19].N1C(C)=CC=CC=1C. (2) Given the product [Cl:8][C:9]1[CH:14]=[C:13]([N:15]([CH3:17])[CH3:16])[C:12]([F:18])=[CH:11][C:10]=1[C:19]1[CH:24]=[CH:23][N:22]=[C:21]([NH:42][CH:40]([CH3:41])[CH2:39][O:38][CH3:37])[C:20]=1[N+:33]([O-:35])=[O:34], predict the reactants needed to synthesize it. The reactants are: OC(C(F)(F)F)=O.[Cl:8][C:9]1[CH:14]=[C:13]([N:15]([CH3:17])[CH3:16])[C:12]([F:18])=[CH:11][C:10]=1[C:19]1[CH:24]=[CH:23][N:22]=[C:21](OS(C(F)(F)F)(=O)=O)[C:20]=1[N+:33]([O-:35])=[O:34].Cl.[CH3:37][O:38][CH2:39][CH:40]([NH2:42])[CH3:41]. (3) Given the product [C:19]1([C@H:29]([NH:31][CH:12]2[CH2:13][CH2:14][CH2:15][CH:10]([NH:9][C:5]3[CH:6]=[CH:7][CH:8]=[C:3]([C:2]([F:18])([F:17])[F:1])[CH:4]=3)[CH2:11]2)[CH3:30])[C:28]2[C:23](=[CH:24][CH:25]=[CH:26][CH:27]=2)[CH:22]=[CH:21][CH:20]=1, predict the reactants needed to synthesize it. The reactants are: [F:1][C:2]([F:18])([F:17])[C:3]1[CH:4]=[C:5]([NH:9][CH:10]2[CH2:15][CH2:14][CH2:13][C:12](=O)[CH2:11]2)[CH:6]=[CH:7][CH:8]=1.[C:19]1([C@H:29]([NH2:31])[CH3:30])[C:28]2[C:23](=[CH:24][CH:25]=[CH:26][CH:27]=2)[CH:22]=[CH:21][CH:20]=1. (4) Given the product [NH2:51][C:50]1[C:45]2[CH:44]=[CH:43][N:42]([C@@H:34]3[CH2:33][C@H:32]([CH2:31][N:26]([CH:24]4[CH2:23][CH:22]([CH2:21][CH2:20][C:18]5[NH:17][C:16]6[CH:63]=[CH:64][C:13]([C:9]([CH3:12])([CH3:11])[CH3:10])=[CH:14][C:15]=6[N:19]=5)[CH2:25]4)[CH2:27][CH:28]([CH3:29])[CH3:30])[C@@H:36]([OH:37])[C@H:35]3[OH:39])[C:46]=2[N:47]=[CH:48][N:49]=1, predict the reactants needed to synthesize it. The reactants are: FC(F)(F)C(O)=O.O.[C:9]([C:13]1[CH:64]=[CH:63][C:16]2[NH:17][C:18]([CH2:20][CH2:21][CH:22]3[CH2:25][CH:24]([N:26]([CH2:31][C@@H:32]4[C@H:36]5[O:37]C(C)(C)[O:39][C@H:35]5[C@H:34]([N:42]5[C:46]6[N:47]=[CH:48][N:49]=[C:50]([NH:51]CC7C=CC(OC)=CC=7OC)[C:45]=6[CH:44]=[CH:43]5)[CH2:33]4)[CH2:27][CH:28]([CH3:30])[CH3:29])[CH2:23]3)=[N:19][C:15]=2[CH:14]=1)([CH3:12])([CH3:11])[CH3:10].C([SiH](CC)CC)C.C([O-])([O-])=O.[K+].[K+]. (5) Given the product [ClH:50].[ClH:50].[NH2:26][CH2:25][CH2:24][C:21]1[CH:22]=[CH:23][C:18]([O:17][CH2:16][CH2:15][C:12]2[CH:13]=[CH:14][C:9]([O:8][CH2:1][C:2]3[CH:3]=[CH:4][CH:5]=[CH:6][CH:7]=3)=[C:10]([C@@H:34]([C:44]3[CH:45]=[CH:46][CH:47]=[CH:48][CH:49]=3)[CH2:35][CH2:36][N:37]([CH:41]([CH3:43])[CH3:42])[CH:38]([CH3:40])[CH3:39])[CH:11]=2)=[CH:19][CH:20]=1, predict the reactants needed to synthesize it. The reactants are: [CH2:1]([O:8][C:9]1[CH:14]=[CH:13][C:12]([CH2:15][CH2:16][O:17][C:18]2[CH:23]=[CH:22][C:21]([CH2:24][CH2:25][NH:26]C(=O)OC(C)(C)C)=[CH:20][CH:19]=2)=[CH:11][C:10]=1[C@@H:34]([C:44]1[CH:49]=[CH:48][CH:47]=[CH:46][CH:45]=1)[CH2:35][CH2:36][N:37]([CH:41]([CH3:43])[CH3:42])[CH:38]([CH3:40])[CH3:39])[C:2]1[CH:7]=[CH:6][CH:5]=[CH:4][CH:3]=1.[ClH:50]. (6) Given the product [Cl:8][C:9]1[C:16]([N:5]2[CH2:6][CH2:7][N:2]([CH3:1])[CH2:3][CH2:4]2)=[CH:15][C:12]([NH:13][CH3:14])=[C:11]([N+:18]([O-:20])=[O:19])[CH:10]=1, predict the reactants needed to synthesize it. The reactants are: [CH3:1][N:2]1[CH2:7][CH2:6][NH:5][CH2:4][CH2:3]1.[Cl:8][C:9]1[C:16](Cl)=[CH:15][C:12]([NH:13][CH3:14])=[C:11]([N+:18]([O-:20])=[O:19])[CH:10]=1.C(=O)([O-])[O-].[K+].[K+].